From a dataset of Catalyst prediction with 721,799 reactions and 888 catalyst types from USPTO. Predict which catalyst facilitates the given reaction. (1) Reactant: FC(F)(F)C(O)=O.[CH:8]([C:10]1[CH:11]=[CH:12][C:13](/[CH:16]=[CH:17]/[C:18]([OH:20])=[O:19])=[N:14][CH:15]=1)=O.[C:21]([O:25][C:26]([N:28]1[CH2:33][CH2:32][N:31]([C:34]2[CH:39]=[CH:38][C:37]([C:40](=[O:42])[CH3:41])=[CH:36][CH:35]=2)[CH2:30][CH2:29]1)=[O:27])([CH3:24])([CH3:23])[CH3:22].[OH-].[K+].[ClH:45]. Product: [ClH:45].[C:21]([O:25][C:26]([N:28]1[CH2:29][CH2:30][N:31]([C:34]2[CH:35]=[CH:36][C:37]([C:40](=[O:42])/[CH:41]=[CH:8]/[C:10]3[CH:15]=[N:14][C:13](/[CH:16]=[CH:17]/[C:18]([OH:20])=[O:19])=[CH:12][CH:11]=3)=[CH:38][CH:39]=2)[CH2:32][CH2:33]1)=[O:27])([CH3:24])([CH3:22])[CH3:23]. The catalyst class is: 14. (2) Reactant: [CH3:1][C@@H:2]1[CH2:7][NH:6][CH2:5][CH2:4][N:3]1[C:8]([O:10][C:11]([CH3:14])([CH3:13])[CH3:12])=[O:9].[CH3:15][C:16](OC(C)=O)=[O:17].N1C=CC=CC=1. Product: [C:16]([N:6]1[CH2:5][CH2:4][N:3]([C:8]([O:10][C:11]([CH3:13])([CH3:12])[CH3:14])=[O:9])[C@H:2]([CH3:1])[CH2:7]1)(=[O:17])[CH3:15]. The catalyst class is: 91.